This data is from Forward reaction prediction with 1.9M reactions from USPTO patents (1976-2016). The task is: Predict the product of the given reaction. (1) Given the reactants [CH3:1][C:2]1[CH:7]=[CH:6][N:5]=[C:4]([NH2:8])[C:3]=1[N+:9]([O-:11])=[O:10].[Se](=O)=[O:13], predict the reaction product. The product is: [NH2:8][C:4]1[C:3]([N+:9]([O-:11])=[O:10])=[C:2]([CH:7]=[CH:6][N:5]=1)[CH:1]=[O:13]. (2) Given the reactants [CH2:1]([NH:3][C:4]1[N:9]=[C:8]([O:10]C)[C:7]([C:12]2[CH:17]=[CH:16][C:15]([O:18][C:19]3[CH:24]=[CH:23][N:22]=[C:21]([C:25]4[CH:26]=[N:27][N:28]([CH3:30])[CH:29]=4)[CH:20]=3)=[CH:14][N:13]=2)=[CH:6][N:5]=1)[CH3:2].Br, predict the reaction product. The product is: [CH2:1]([NH:3][C:4]1[NH:9][C:8](=[O:10])[C:7]([C:12]2[CH:17]=[CH:16][C:15]([O:18][C:19]3[CH:24]=[CH:23][N:22]=[C:21]([C:25]4[CH:26]=[N:27][N:28]([CH3:30])[CH:29]=4)[CH:20]=3)=[CH:14][N:13]=2)=[CH:6][N:5]=1)[CH3:2]. (3) Given the reactants [F:1][C:2]([F:25])([F:24])[C:3]1[CH:4]=[C:5]([NH:9][C:10]([N:12]2[CH2:18][CH2:17][CH2:16][CH2:15][C:14]3[CH:19]=[C:20]([OH:23])[CH:21]=[CH:22][C:13]2=3)=[O:11])[CH:6]=[CH:7][CH:8]=1.[NH2:26][C:27]1[N:32]=[C:31](Cl)[CH:30]=[C:29]([Cl:34])[N:28]=1.[OH-].[Na+].CCOC(C)=O, predict the reaction product. The product is: [F:25][C:2]([F:24])([F:1])[C:3]1[CH:4]=[C:5]([NH:9][C:10]([N:12]2[CH2:18][CH2:17][CH2:16][CH2:15][C:14]3[CH:19]=[C:20]([O:23][C:31]4[CH:30]=[C:29]([Cl:34])[N:28]=[C:27]([NH2:26])[N:32]=4)[CH:21]=[CH:22][C:13]2=3)=[O:11])[CH:6]=[CH:7][CH:8]=1. (4) Given the reactants [C:1]([O:5][C:6](=[O:31])[NH:7][CH:8]1[CH2:13][CH2:12][CH:11]([NH:14][C:15]([C:17]2[C:18]([NH:24][CH:25]3[CH2:30][CH2:29][S:28][CH2:27][CH2:26]3)=[N:19][CH:20]=[C:21]([CH3:23])[CH:22]=2)=[O:16])[CH2:10][CH2:9]1)([CH3:4])([CH3:3])[CH3:2].[C:32](N1C=CN=C1)(N1C=CN=C1)=[O:33].[H-].[Na+], predict the reaction product. The product is: [CH3:23][C:21]1[CH:20]=[N:19][C:18]2[N:24]([CH:25]3[CH2:26][CH2:27][S:28][CH2:29][CH2:30]3)[C:32](=[O:33])[N:14]([C@@H:11]3[CH2:10][CH2:9][C@H:8]([NH:7][C:6](=[O:31])[O:5][C:1]([CH3:4])([CH3:2])[CH3:3])[CH2:13][CH2:12]3)[C:15](=[O:16])[C:17]=2[CH:22]=1.